Dataset: Full USPTO retrosynthesis dataset with 1.9M reactions from patents (1976-2016). Task: Predict the reactants needed to synthesize the given product. Given the product [CH:31]1([C:29]([C:26]2[CH:27]=[CH:28][C:23]([C:2]3[CH:7]=[CH:6][C:5]([C:8]([N:10]4[CH2:14][CH2:13][CH2:12][C@H:11]4[CH2:15][N:16]4[CH2:20][CH2:19][CH2:18][CH2:17]4)=[O:9])=[C:4]([F:21])[CH:3]=3)=[CH:24][CH:25]=2)=[O:30])[CH2:32][CH2:33]1, predict the reactants needed to synthesize it. The reactants are: Br[C:2]1[CH:7]=[CH:6][C:5]([C:8]([N:10]2[CH2:14][CH2:13][CH2:12][C@H:11]2[CH2:15][N:16]2[CH2:20][CH2:19][CH2:18][CH2:17]2)=[O:9])=[C:4]([F:21])[CH:3]=1.Br[C:23]1[CH:28]=[CH:27][C:26]([C:29]([CH:31]2[CH2:33][CH2:32]2)=[O:30])=[CH:25][CH:24]=1.B1(B2OC(C)(C)C(C)(C)O2)OC(C)(C)C(C)(C)O1.